From a dataset of Full USPTO retrosynthesis dataset with 1.9M reactions from patents (1976-2016). Predict the reactants needed to synthesize the given product. Given the product [CH2:1]([O:3][C:4](=[O:18])[CH2:5][CH2:6][C:7]1[C:16]2[C:11](=[CH:12][CH:13]=[CH:14][CH:15]=2)[C:10]([O:17][CH2:20][C:21]2[N:22]=[CH:23][C:24]([C:27]3[CH:28]=[CH:29][C:30]([C:33]([F:36])([F:34])[F:35])=[CH:31][CH:32]=3)=[CH:25][N:26]=2)=[CH:9][CH:8]=1)[CH3:2], predict the reactants needed to synthesize it. The reactants are: [CH2:1]([O:3][C:4](=[O:18])[CH2:5][CH2:6][C:7]1[C:16]2[C:11](=[CH:12][CH:13]=[CH:14][CH:15]=2)[C:10]([OH:17])=[CH:9][CH:8]=1)[CH3:2].Br[CH2:20][C:21]1[N:26]=[CH:25][C:24]([C:27]2[CH:32]=[CH:31][C:30]([C:33]([F:36])([F:35])[F:34])=[CH:29][CH:28]=2)=[CH:23][N:22]=1.